From a dataset of Forward reaction prediction with 1.9M reactions from USPTO patents (1976-2016). Predict the product of the given reaction. (1) Given the reactants [C:1]1([CH2:11][OH:12])[C:10]2[C:5](=[CH:6][CH:7]=[CH:8][CH:9]=2)[CH:4]=[CH:3][CH:2]=1.C=O.S(=O)(=O)(O)O.C(C1C=CC=CC=1)C, predict the reaction product. The product is: [CH2:11]=[O:12].[C:1]1([CH2:11][OH:12])[C:10]2[C:5](=[CH:6][CH:7]=[CH:8][CH:9]=2)[CH:4]=[CH:3][CH:2]=1. (2) Given the reactants CO[C:3](=[O:32])[C:4]1[CH:9]=[CH:8][CH:7]=[C:6]([C:10]2([NH:13][C:14]([C:16]3[C:17]4[CH:24]=[N:23][N:22]([C:25]5[CH:30]=[CH:29][C:28]([F:31])=[CH:27][CH:26]=5)[C:18]=4[CH:19]=[N:20][CH:21]=3)=[O:15])[CH2:12][CH2:11]2)[CH:5]=1.[CH3:33][NH2:34].CO, predict the reaction product. The product is: [CH3:33][NH:34][C:3]([C:4]1[CH:5]=[C:6]([C:10]2([NH:13][C:14]([C:16]3[C:17]4[CH:24]=[N:23][N:22]([C:25]5[CH:26]=[CH:27][C:28]([F:31])=[CH:29][CH:30]=5)[C:18]=4[CH:19]=[N:20][CH:21]=3)=[O:15])[CH2:11][CH2:12]2)[CH:7]=[CH:8][CH:9]=1)=[O:32].